Dataset: Catalyst prediction with 721,799 reactions and 888 catalyst types from USPTO. Task: Predict which catalyst facilitates the given reaction. (1) Product: [Cl:3][C:4]1[CH:5]=[C:6]([CH:24]=[CH:25][C:26]=1[NH:27][C:28]([NH:30][CH:31]1[CH2:33][CH2:32]1)=[O:29])[O:7][C:8]1[C:17]2[C:12](=[CH:13][C:14]([O:22][CH3:23])=[C:15]([C:18]([OH:20])=[O:19])[CH:16]=2)[N:11]=[CH:10][CH:9]=1. The catalyst class is: 5. Reactant: [OH-].[Na+].[Cl:3][C:4]1[CH:5]=[C:6]([CH:24]=[CH:25][C:26]=1[NH:27][C:28]([NH:30][CH:31]1[CH2:33][CH2:32]1)=[O:29])[O:7][C:8]1[C:17]2[C:12](=[CH:13][C:14]([O:22][CH3:23])=[C:15]([C:18]([O:20]C)=[O:19])[CH:16]=2)[N:11]=[CH:10][CH:9]=1.Cl. (2) Reactant: CO[Na].[Na].[Br:5][C:6]1[CH:23]=[CH:22][C:21]([F:24])=[CH:20][C:7]=1[CH2:8][NH:9][C:10]([NH:12][N:13]=[C:14]([CH3:19])[C:15](OC)=[O:16])=[S:11]. Product: [Br:5][C:6]1[CH:23]=[CH:22][C:21]([F:24])=[CH:20][C:7]=1[CH2:8][N:9]1[C:15](=[O:16])[C:14]([CH3:19])=[N:13][NH:12][C:10]1=[S:11]. The catalyst class is: 5. (3) Reactant: [CH:1]1([N:4]([C@@H:20]([C:22]2[N:23]=[C:24]([O:35][CH:36]([CH3:38])[CH3:37])[N:25]([CH2:27][CH2:28][CH2:29][NH:30][C:31]([O:33][CH3:34])=[O:32])[CH:26]=2)[CH3:21])[C:5]([C@@H:7]2[O:12][CH2:11][CH2:10][N:9](C(OC(C)(C)C)=O)[CH2:8]2)=[O:6])[CH2:3][CH2:2]1.FC(F)(F)C(O)=O. Product: [CH:1]1([N:4]([C:5]([C@@H:7]2[O:12][CH2:11][CH2:10][NH:9][CH2:8]2)=[O:6])[C@@H:20]([C:22]2[N:23]=[C:24]([O:35][CH:36]([CH3:38])[CH3:37])[N:25]([CH2:27][CH2:28][CH2:29][NH:30][C:31](=[O:32])[O:33][CH3:34])[CH:26]=2)[CH3:21])[CH2:2][CH2:3]1. The catalyst class is: 4.